From a dataset of Reaction yield outcomes from USPTO patents with 853,638 reactions. Predict the reaction yield, written as a fraction of the theoretical maximum amount of product (1.0 means a 100% yield; for example, 0.34 means a 34% yield). (1) The reactants are [Br:1][C:2]1[C:3]([F:12])=[C:4]2[C:10]([NH2:11])=[CH:9][NH:8][C:5]2=[N:6][CH:7]=1.[CH:13]1([CH2:16][C:17](O)=[O:18])[CH2:15][CH2:14]1.C(N(CC)CC)C.C1N(P(Cl)(N2C(=O)OCC2)=O)C(=O)OC1.O[Li].O. The catalyst is C(Cl)Cl. The product is [Br:1][C:2]1[C:3]([F:12])=[C:4]2[C:10]([NH:11][C:17](=[O:18])[CH2:16][CH:13]3[CH2:15][CH2:14]3)=[CH:9][NH:8][C:5]2=[N:6][CH:7]=1. The yield is 0.750. (2) The reactants are [CH3:1][O:2][C:3]1[C:8]2[N:9]=[C:10]([NH2:12])[S:11][C:7]=2[C:6]([N:13]2[CH2:18][CH2:17][O:16][CH2:15][CH2:14]2)=[CH:5][CH:4]=1.N1C=CC=CC=1.Cl[C:26](OC1C=CC=CC=1)=[O:27].[C@H:35]12[CH2:41][C@H:38]([NH:39][CH2:40]1)[CH2:37][O:36]2.C(=O)([O-])[O-].[Na+].[Na+]. The catalyst is ClCCl. The product is [CH3:1][O:2][C:3]1[C:8]2[N:9]=[C:10]([NH:12][C:26]([N:39]3[CH2:40][C@@H:35]4[CH2:41][C@H:38]3[CH2:37][O:36]4)=[O:27])[S:11][C:7]=2[C:6]([N:13]2[CH2:18][CH2:17][O:16][CH2:15][CH2:14]2)=[CH:5][CH:4]=1. The yield is 0.350. (3) The reactants are [C:1]([C:5]1[NH:6][C:7]2[C:12]([CH:13]=1)=[CH:11][C:10]([N+:14]([O-])=O)=[CH:9][C:8]=2[CH2:17][OH:18])([CH3:4])([CH3:3])[CH3:2]. The catalyst is [Ni].CO. The product is [NH2:14][C:10]1[CH:11]=[C:12]2[C:7](=[C:8]([CH2:17][OH:18])[CH:9]=1)[NH:6][C:5]([C:1]([CH3:4])([CH3:3])[CH3:2])=[CH:13]2. The yield is 0.800. (4) The reactants are [CH3:1][O:2][C:3]([C:5]1[CH:10]=[CH:9][C:8]([C:11]2([C:17]([OH:19])=[O:18])[CH2:16][CH2:15][CH2:14][CH2:13][CH2:12]2)=[CH:7][CH:6]=1)=[O:4].[C:20](OC(O[C:20]([CH3:23])([CH3:22])[CH3:21])N(C)C)([CH3:23])([CH3:22])[CH3:21]. The catalyst is C1C=CC=CC=1. The product is [C:20]([O:18][C:17]([C:11]1([C:8]2[CH:9]=[CH:10][C:5]([C:3]([O:2][CH3:1])=[O:4])=[CH:6][CH:7]=2)[CH2:16][CH2:15][CH2:14][CH2:13][CH2:12]1)=[O:19])([CH3:23])([CH3:22])[CH3:21]. The yield is 0.540. (5) The reactants are [C:1]([C:5]1[O:6][C:7]2[C:13]([C@:14]([C@@H:22]3[CH2:27][CH2:26][CH2:25][N:24](C(OC(C)(C)C)=O)[CH2:23]3)([OH:21])[CH2:15][CH2:16][CH2:17][CH2:18][O:19][CH3:20])=[CH:12][CH:11]=[CH:10][C:8]=2[CH:9]=1)([CH3:4])([CH3:3])[CH3:2]. The catalyst is C(O)(C(F)(F)F)=O.C(Cl)Cl. The product is [C:1]([C:5]1[O:6][C:7]2[C:13]([C@:14]([C@@H:22]3[CH2:27][CH2:26][CH2:25][NH:24][CH2:23]3)([OH:21])[CH2:15][CH2:16][CH2:17][CH2:18][O:19][CH3:20])=[CH:12][CH:11]=[CH:10][C:8]=2[CH:9]=1)([CH3:4])([CH3:2])[CH3:3]. The yield is 0.940.